Predict the reaction yield, written as a fraction of the theoretical maximum amount of product (1.0 means a 100% yield; for example, 0.34 means a 34% yield). From a dataset of Reaction yield outcomes from USPTO patents with 853,638 reactions. (1) The reactants are Br[CH:2]([CH2:7][CH2:8][Br:9])[C:3]([O:5][CH3:6])=[O:4].[S:10]1C=CC=C1CC(O)=O.CCN(C(C)C)C(C)C.C1C[O:31][CH2:30][CH2:29]1. No catalyst specified. The product is [C:30]([S:10][CH:2]([CH2:7][CH2:8][Br:9])[C:3]([O:5][CH3:6])=[O:4])(=[O:31])[CH3:29]. The yield is 0.960. (2) The reactants are [C:1]([C:3]1[CH:8]([C:9]2[CH:10]=[C:11]3[C:15](=[CH:16][CH:17]=2)[NH:14][N:13]=[C:12]3[C:18]([OH:20])=O)[C:7]([C:21]#[N:22])=[C:6]([CH3:23])[NH:5][C:4]=1[CH3:24])#[N:2].CCN(CC)CC.CN(C(ON1N=NC2C=CC=NC1=2)=[N+](C)C)C.F[P-](F)(F)(F)(F)F.[CH3:56][N:57]([CH3:61])[CH2:58][CH2:59][NH2:60]. The catalyst is CN(C=O)C. The product is [C:1]([C:3]1[CH:8]([C:9]2[CH:10]=[C:11]3[C:15](=[CH:16][CH:17]=2)[NH:14][N:13]=[C:12]3[C:18]([NH:60][CH2:59][CH2:58][N:57]([CH3:61])[CH3:56])=[O:20])[C:7]([C:21]#[N:22])=[C:6]([CH3:23])[NH:5][C:4]=1[CH3:24])#[N:2]. The yield is 0.337.